This data is from Forward reaction prediction with 1.9M reactions from USPTO patents (1976-2016). The task is: Predict the product of the given reaction. Given the reactants Cl[C:2]1[CH:3]=[C:4]([O:16][CH2:17][CH3:18])[C:5]([O:8][C:9]2[CH:14]=[CH:13][CH:12]=[C:11]([CH3:15])[N:10]=2)=[N:6][CH:7]=1.[C:19]1(B(O)O)[CH:24]=[CH:23][CH:22]=[CH:21][CH:20]=1.C([O-])([O-])=O.[Cs+].[Cs+].P(C(C)(C)C)(C(C)(C)C)C(C)(C)C, predict the reaction product. The product is: [CH2:17]([O:16][C:4]1[C:5]([O:8][C:9]2[CH:14]=[CH:13][CH:12]=[C:11]([CH3:15])[N:10]=2)=[N:6][CH:7]=[C:2]([C:19]2[CH:24]=[CH:23][CH:22]=[CH:21][CH:20]=2)[CH:3]=1)[CH3:18].